Dataset: Experimentally validated miRNA-target interactions with 360,000+ pairs, plus equal number of negative samples. Task: Binary Classification. Given a miRNA mature sequence and a target amino acid sequence, predict their likelihood of interaction. (1) The miRNA is ath-miR163 with sequence UUGAAGAGGACUUGGAACUUCGAU. The protein sequence of the target gene is MRGPELGPETSMEGDVLDTLEALGYKGPLLEEQALSKAAEGGLSSPEFSELCIWLGSQIKSLCNLEESITSAGRDDLESFQLEISGFLKEMACPYSVLVSGDIKERLTKKDDCLKLLLFLSTELQALQILQKKKHKNSQLDKNSEICQEVQAVCDALGVPKSDTSDIPLLLSQVESKVKDILCRVQKNHVGKPLLKVDLSSEQAEKLERINDALSCEYECRRRMLMKRLDVTVQSFGWSDRAKAKTDNIARIYQPKRYALSPKTTVTLAHLLAAREDLSKIIRTSSGISREKTACAINKV.... Result: 0 (no interaction). (2) The miRNA is mmu-miR-5100 with sequence UCGAAUCCCAGCGGUGCCUCU. The protein sequence of the target gene is MTSSYGHVLERQPALGGRLDSPGNLDTLQAKKNFSVSHLLDLEEAGDMVAAQADESVGEAGRSLLESPGLTSGSDTPQQDNDQLNSEEKKKRKQRRNRTTFNSSQLQALERVFERTHYPDAFVREDLARRVNLTEARVQVWFQNRRAKFRRNERAMLANKNASLLKSYSGDVTAVEQPIVPRPAPRPTDYLSWGTASPYSAMATYSATCANNSPAQGINMANSIANLRLKAKEYSLQRNQVPTVN. Result: 0 (no interaction). (3) The miRNA is hsa-miR-4489 with sequence UGGGGCUAGUGAUGCAGGACG. The protein sequence of the target gene is MVFRNVGRPPEEEDVEAAPEPGPSELLCPRHRCALDPKALPPGLALERTWGPAAGLEAQLAALGLGQPAGPGVKTVGGGCCPCPCPPQPPPPQPQPPAAAPQAGEDPTETSDALLVLEGLESEAESLETNSCSEEELSSPGRGGGGGGRLLLQPPGPELPPVPFPLQDLVPLGRLSRGEQQQQQQQQPPPPPPPPGPLRPLAGPSRKGSFKIRLSRLFRTKSCNGGSGGGDGTGKRPSGELAASAASLTDMGGSAGRELDAGRKPKLTRTQSAFSPVSFSPLFTGETVSLVDVDISQRGL.... Result: 1 (interaction). (4) The miRNA is mmu-miR-875-3p with sequence CCUGAAAAUACUGAGGCUAUG. The protein sequence of the target gene is MAVWEAEQLGGLQRGDLLTPPAPDGDGRTAPLGQPPGAQLYCPACLVTCHSQEAFENHCASSEHAQMVAFDQALPWEHRSPPPGLSKFELCPKPDLCEYGDACTKAHSAQELQEWVRRTQAVELRGQAAWQDGLVPYQERLLAEYQRSSSEVLVLAETLDGVRVTCNQPLMYQAQERKTQYSWTFAVHSEEPLLHVALLKQEPGADFSLVAPGLPPGRLYARGERFRVPSSTADFQVGVRVQAASFGTFEQWVVFDFGRRPVLLQKLGLQLGQGRRPGPCRNLALGHPEEMERWHTGNRH.... Result: 0 (no interaction). (5) The miRNA is hsa-miR-218-5p with sequence UUGUGCUUGAUCUAACCAUGU. The protein sequence of the target gene is MDLPALLPAPTARGGQHGGGPGPLRRAPAPLGASPARRRLLLVRGPEDGGPGARPGEASGPSPPPAEDDSDGDSFLVLLEVPHGGAAAEAAGSQEAEPGSRVNLASRPEQGPSGPAAPPGPGVAPAGAVTISSQDLLVRLDRGVLALSAPPGPATAGAAAPRRAPQASGPSTPGYRCPEPQCALAFAKKHQLKVHLLTHGGGQGRRPFKCPLEGCGWAFTTSYKLKRHLQSHDKLRPFGCPVGGCGKKFTTVYNLKAHMKGHEQESLFKCEVCAERFPTHAKLSSHQRSHFEPERPYKCD.... Result: 1 (interaction). (6) The miRNA is hsa-miR-96-5p with sequence UUUGGCACUAGCACAUUUUUGCU. The protein sequence of the target gene is MARELSQEALLDFLCQAGGRVTNAALLSHFKSFLRDPDASPSQHQHRRELFKGFVNSVAAVRQDPDGTKYVVLKRRYRDLLGEEGLQRPREPPAAAPSAGGAAPCSPRGARRGEPPQQQPRRRRREKEPEEEPAGAAARAADAACNGLPGSDSRRAPGKGGGSKGSPGQRPPVPAAAAAGAQARASCAAAKTQGRCCWECLQNNLAVLPGELGALPHSATAEEKPARALPAQDDRGASREREEGALAEPAPVPAVAHSPPATVEAATSRASPPALLPGPAPRGDRPELLTPSSLHYSTLQ.... Result: 0 (no interaction). (7) The miRNA is hsa-miR-4438 with sequence CACAGGCUUAGAAAAGACAGU. The protein sequence of the target gene is MEGASFGAGRAGAALDPVSFARRPQTLLRVASWVFSIAVFGPIVNEGYVNTDSGPELRCVFNGNAGACRFGVALGLGAFLACAAFLLLDVRFQQISSVRDRRRAVLLDLGFSGLWSFLWFVGFCFLTNQWQRTAPGPATTQAGDAARAAIAFSFFSILSWVALTVKALQRFRLGTDMSLFATEQLSTGASQAYPGYPVGSGVEGTETYQSPPFTETLDTSPKGYQVPAY. Result: 0 (no interaction). (8) The miRNA is hsa-miR-548ag with sequence AAAGGUAAUUGUGGUUUCUGC. The protein sequence of the target gene is MGTGPAQTPRSTRAGPEPSPAPPGPGDTGDSDVTQEGSGPAGIRGGETVIRAGMGDSPGRGAPERRHKAQPGRARKYEWRPEGPTSMGSLGQREDLQDEDRNSAFTWKVQANNRAYNGQFKEKVILCWQRKKYKTNVIRTAKYNFYSFLPLNLYEQFHRVSNLFFLIIIILQSIPDISTLPWFSLSTPMVCLLFIRATRDLVDDMGRHKSDRAINNRPCQILMGKSFKQKKWQDLCVGDVVCLRKDNIVPADMLLLASTEPSSLCYVETVDIDGETNLKFRQALMVTHKELATIKKMASF.... Result: 0 (no interaction). (9) The protein sequence of the target gene is MVAAGAGVTRLLVLLLMVAAAPSRARGSGCRVGASARGTGADGREAEGCGTVALLLEHSFELGDGANFQKRGLLLWNQQDGTLSATQRQLSEEERGRLRDVAAVNGLYRVRVPRRPGTLDGSEAGGHVSSFVPACSLVESHLSDQLTLHVDVAGNVVGLSVVVYPGGCRGSEVEDEDLELFNTSVQLRPPSTAPGPETAAFIERLEMEQAQKAKNPQEQKSFFAKYWMYIIPVVLFLMMSGAPDAGGQGGGGGGGSSR. The miRNA is mmu-miR-5099 with sequence UUAGAUCGAUGUGGUGCUCC. Result: 0 (no interaction). (10) The miRNA is hsa-miR-6073 with sequence GGUAGUGAGUUAUCAGCUAC. The protein sequence of the target gene is MIPLLLAALLCVPAGALTCYGDSGQPVDWFVVYKLPALRGSGEAAQRGLQYKYLDESSGGWRDGRALINSPEGAVGRSLQPLYRSNTSQLAFLLYNDQPPQPSKAQDSSMRGHTKGVLLLDHDGGFWLVHSVPNFPPPASSAAYSWPHSACTYGQTLLCVSFPFAQFSKMGKQLTYTYPWVYNYQLEGIFAQEFPDLENVVKGHHVSQEPWNSSITLTSQAGAVFQSFAKFSKFGDDLYSGWLAAALGTNLQVQFWHKTVGILPSNCSDIWQVLNVNQIAFPGPAGPSFNSTEDHSKWCV.... Result: 0 (no interaction).